From a dataset of Reaction yield outcomes from USPTO patents with 853,638 reactions. Predict the reaction yield, written as a fraction of the theoretical maximum amount of product (1.0 means a 100% yield; for example, 0.34 means a 34% yield). (1) The reactants are Br[C:2]1[N:3]=[C:4](/[CH:13]=[CH:14]/[C:15]2[CH:16]=[CH:17][C:18]3[N:19]([C:21]([CH3:28])=[C:22]([C:24]([F:27])([F:26])[F:25])[N:23]=3)[N:20]=2)[N:5]([C:7]2[CH:12]=[CH:11][CH:10]=[CH:9][CH:8]=2)[CH:6]=1.[NH:29]1[CH2:33][CH2:32][CH2:31][C:30]1=[O:34]. No catalyst specified. The product is [CH3:28][C:21]1[N:19]2[N:20]=[C:15](/[CH:14]=[CH:13]/[C:4]3[N:5]([C:7]4[CH:12]=[CH:11][CH:10]=[CH:9][CH:8]=4)[CH:6]=[C:2]([N:29]4[CH2:33][CH2:32][CH2:31][C:30]4=[O:34])[N:3]=3)[CH:16]=[CH:17][C:18]2=[N:23][C:22]=1[C:24]([F:26])([F:25])[F:27]. The yield is 0.460. (2) The reactants are C[Mg]Br.[CH3:4]COCC.[CH2:9]([O:16][C:17]([N:19]1[CH2:22][C:21](=[O:23])[CH2:20]1)=[O:18])[C:10]1[CH:15]=[CH:14][CH:13]=[CH:12][CH:11]=1. The catalyst is C1COCC1. The product is [CH2:9]([O:16][C:17]([N:19]1[CH2:22][C:21]([OH:23])([CH3:4])[CH2:20]1)=[O:18])[C:10]1[CH:15]=[CH:14][CH:13]=[CH:12][CH:11]=1. The yield is 0.990. (3) The product is [CH:43]1([P:26]([CH:20]2[CH2:25][CH2:24][CH2:23][CH2:22][CH2:21]2)([C:27]2[CH:32]=[CH:31][CH:30]=[CH:29][C:28]=2[C:33]2[C:38]([O:39][CH3:40])=[CH:37][CH:36]=[CH:35][C:34]=2[O:41][CH3:42])=[O:14])[CH2:44][CH2:45][CH2:46][CH2:47][CH2:48]1. The yield is 0.510. The catalyst is C([O-])(=O)C.[Pd+2].C([O-])(=O)C.O.C(OCC)(=O)C.CO. The reactants are BrC1C=C(C2C=CC=CC=2)C=CC=1.[O:14]1CCOCC1.[CH:20]1([P:26]([CH:43]2[CH2:48][CH2:47][CH2:46][CH2:45][CH2:44]2)[C:27]2[CH:32]=[CH:31][CH:30]=[CH:29][C:28]=2[C:33]2[C:38]([O:39][CH3:40])=[CH:37][CH:36]=[CH:35][C:34]=2[O:41][CH3:42])[CH2:25][CH2:24][CH2:23][CH2:22][CH2:21]1.O.NN. (4) The reactants are Br[CH2:2][C:3]([C:5]1[N:6]=[C:7]([NH:20][C:21](=[O:30])[C:22]2[C:27]([F:28])=[CH:26][CH:25]=[CH:24][C:23]=2[F:29])[S:8][C:9]=1[C:10]1[CH:15]=[CH:14][CH:13]=[C:12]([C:16]([F:19])([F:18])[F:17])[CH:11]=1)=O.[C:31](=[S:34])([NH2:33])[CH3:32]. The catalyst is CCO. The product is [F:29][C:23]1[CH:24]=[CH:25][CH:26]=[C:27]([F:28])[C:22]=1[C:21]([NH:20][C:7]1[S:8][C:9]([C:10]2[CH:15]=[CH:14][CH:13]=[C:12]([C:16]([F:19])([F:18])[F:17])[CH:11]=2)=[C:5]([C:3]2[N:33]=[C:31]([CH3:32])[S:34][CH:2]=2)[N:6]=1)=[O:30]. The yield is 0.860.